Task: Predict the reactants needed to synthesize the given product.. Dataset: Full USPTO retrosynthesis dataset with 1.9M reactions from patents (1976-2016) (1) Given the product [CH3:10][O:9][C:7]1[CH:8]=[C:3]([O:2][CH3:1])[N:4]=[CH:5][C:6]=1[NH2:11], predict the reactants needed to synthesize it. The reactants are: [CH3:1][O:2][C:3]1[CH:8]=[C:7]([O:9][CH3:10])[C:6]([N+:11]([O-])=O)=[CH:5][N:4]=1. (2) Given the product [Cl:1][C:2]1[C:7]2[N:8]=[C:9]([CH3:12])[N:10]([N:11]=[C:15]3[CH2:20][CH2:19][CH2:18][CH2:17][CH2:16]3)[C:6]=2[C:5]([CH3:13])=[C:4]([CH3:14])[N:3]=1, predict the reactants needed to synthesize it. The reactants are: [Cl:1][C:2]1[C:7]2[N:8]=[C:9]([CH3:12])[N:10]([NH2:11])[C:6]=2[C:5]([CH3:13])=[C:4]([CH3:14])[N:3]=1.[C:15]1(=O)[CH2:20][CH2:19][CH2:18][CH2:17][CH2:16]1.C(O)(=O)C. (3) The reactants are: [NH3:1].Cl[C:3]1[C:4]2[C:11]([I:12])=[CH:10][N:9]([C:13]3[CH:18]=[CH:17][CH:16]=[CH:15][CH:14]=3)[C:5]=2[N:6]=[CH:7][N:8]=1.C(=O)=O.CC(C)=O. Given the product [I:12][C:11]1[C:4]2[C:3]([NH2:1])=[N:8][CH:7]=[N:6][C:5]=2[N:9]([C:13]2[CH:18]=[CH:17][CH:16]=[CH:15][CH:14]=2)[CH:10]=1, predict the reactants needed to synthesize it. (4) Given the product [F:22][C:23]1[CH:30]=[C:29]([O:31][CH3:32])[CH:28]=[C:27]([F:33])[C:24]=1[CH2:25][N:13]1[C:12]2[N:16]=[CH:17][CH:18]=[CH:19][C:11]=2[S:10](=[O:20])(=[O:21])[N:9]([C:4]2[CH:3]=[C:2]([CH3:1])[CH:7]=[C:6]([CH3:8])[N:5]=2)[C:14]1=[O:15], predict the reactants needed to synthesize it. The reactants are: [CH3:1][C:2]1[CH:7]=[C:6]([CH3:8])[N:5]=[C:4]([N:9]2[C:14](=[O:15])[NH:13][C:12]3[N:16]=[CH:17][CH:18]=[CH:19][C:11]=3[S:10]2(=[O:21])=[O:20])[CH:3]=1.[F:22][C:23]1[CH:30]=[C:29]([O:31][CH3:32])[CH:28]=[C:27]([F:33])[C:24]=1[CH2:25]Br.C([O-])([O-])=O.[K+].[K+].COC1C(C)=CC(N2C(=O)N(CC3C(F)=CC(F)=CC=3F)C3C=CC=CC=3S2(=O)=O)=CC=1C. (5) Given the product [CH3:10][O:11][C:12](=[O:25])[C:13]1[C:18]([Cl:19])=[CH:17][CH:16]=[C:15]([C:20](=[N:21][OH:22])[NH:7][C:6]2[CH:8]=[CH:9][C:3]([CH2:1][CH3:2])=[CH:4][CH:5]=2)[C:14]=1[F:24], predict the reactants needed to synthesize it. The reactants are: [CH2:1]([C:3]1[CH:9]=[CH:8][C:6]([NH2:7])=[CH:5][CH:4]=1)[CH3:2].[CH3:10][O:11][C:12](=[O:25])[C:13]1[C:18]([Cl:19])=[CH:17][CH:16]=[C:15]([C:20](Cl)=[N:21][OH:22])[C:14]=1[F:24].